This data is from CYP2D6 inhibition data for predicting drug metabolism from PubChem BioAssay. The task is: Regression/Classification. Given a drug SMILES string, predict its absorption, distribution, metabolism, or excretion properties. Task type varies by dataset: regression for continuous measurements (e.g., permeability, clearance, half-life) or binary classification for categorical outcomes (e.g., BBB penetration, CYP inhibition). Dataset: cyp2d6_veith. The molecule is O=C(c1csnn1)N1CCC[C@@]2(CCN(Cc3ccncc3)C2)C1. The result is 1 (inhibitor).